The task is: Regression. Given a peptide amino acid sequence and an MHC pseudo amino acid sequence, predict their binding affinity value. This is MHC class I binding data.. This data is from Peptide-MHC class I binding affinity with 185,985 pairs from IEDB/IMGT. The peptide sequence is CRCLGEGHGA. The MHC is HLA-B27:05 with pseudo-sequence HLA-B27:05. The binding affinity (normalized) is 0.167.